Predict the product of the given reaction. From a dataset of Forward reaction prediction with 1.9M reactions from USPTO patents (1976-2016). (1) Given the reactants C(O)(C(F)(F)F)=O.[CH3:8][C:9]1[CH:22]=[CH:21][C:20]([CH3:23])=[CH:19][C:10]=1[CH2:11][O:12][CH:13]1[CH2:18][CH2:17][NH:16][CH2:15][CH2:14]1.C(N(CC)CC)C.[CH3:31][S:32](Cl)(=[O:34])=[O:33], predict the reaction product. The product is: [CH3:8][C:9]1[CH:22]=[CH:21][C:20]([CH3:23])=[CH:19][C:10]=1[CH2:11][O:12][CH:13]1[CH2:18][CH2:17][N:16]([S:32]([CH3:31])(=[O:34])=[O:33])[CH2:15][CH2:14]1. (2) Given the reactants [C:1]([Si:5]([C:8]([OH:11])(C)[CH3:9])([CH3:7])[CH3:6])([CH3:4])([CH3:3])[CH3:2].C([Si](Cl)(C)C)(C)(C)C.C(OC=C[Li])C, predict the reaction product. The product is: [C:8]([Si:5]([C:1]([CH3:4])([CH3:3])[CH3:2])([CH3:7])[CH3:6])(=[O:11])[CH3:9]. (3) Given the reactants [CH3:1][C:2]1[CH:3]=[C:4]([CH:6]=[CH:7][C:8]=1[N+:9]([O-:11])=[O:10])[NH2:5].[I:12]I, predict the reaction product. The product is: [I:12][C:6]1[CH:7]=[C:8]([N+:9]([O-:11])=[O:10])[C:2]([CH3:1])=[CH:3][C:4]=1[NH2:5].